From a dataset of Forward reaction prediction with 1.9M reactions from USPTO patents (1976-2016). Predict the product of the given reaction. (1) Given the reactants [Br:1][C:2]1[CH:7]=[C:6]([F:8])[CH:5]=[CH:4][C:3]=1[CH:9]1[C:14]([C:15]([O:17][CH2:18][CH3:19])=[O:16])=[C:13]([CH2:20]Br)[NH:12][C:11]([C:22]2[S:23][C:24]([O:27][CH3:28])=[CH:25][N:26]=2)=[N:10]1.Cl.[NH:30]1[CH2:35][CH2:34][O:33][CH2:32][CH:31]1[CH2:36][OH:37], predict the reaction product. The product is: [Br:1][C:2]1[CH:7]=[C:6]([F:8])[CH:5]=[CH:4][C:3]=1[CH:9]1[C:14]([C:15]([O:17][CH2:18][CH3:19])=[O:16])=[C:13]([CH2:20][N:30]2[CH2:35][CH2:34][O:33][CH2:32][CH:31]2[CH2:36][OH:37])[NH:12][C:11]([C:22]2[S:23][C:24]([O:27][CH3:28])=[CH:25][N:26]=2)=[N:10]1. (2) The product is: [CH3:1][C@H:2]([NH:7][C:16](=[O:17])[C:15]1[CH:19]=[CH:20][C:12]([O:11][CH2:8][C:9]#[CH:10])=[C:13]([F:21])[CH:14]=1)[C:3]([CH3:6])([CH3:5])[CH3:4]. Given the reactants [CH3:1][C@H:2]([NH2:7])[C:3]([CH3:6])([CH3:5])[CH3:4].[CH2:8]([O:11][C:12]1[CH:20]=[CH:19][C:15]([C:16](Cl)=[O:17])=[CH:14][C:13]=1[F:21])[C:9]#[CH:10], predict the reaction product. (3) Given the reactants I[C:2]1[CH:7]=[CH:6][C:5]([C:8]2[CH:13]=[CH:12][C:11](I)=[CH:10][CH:9]=2)=[CH:4][CH:3]=1.[CH3:15][C:16]1[CH:22]=[CH:21][C:19]([NH2:20])=[CH:18][CH:17]=1.C(=O)([O-])[O-].[K+].[K+], predict the reaction product. The product is: [CH3:15][C:16]1[CH:22]=[CH:21][C:19]([NH:20][C:2]2[CH:7]=[CH:6][C:5]([C:8]3[CH:13]=[CH:12][C:11]([NH:20][C:19]4[CH:21]=[CH:22][C:16]([CH3:15])=[CH:17][CH:18]=4)=[CH:10][CH:9]=3)=[CH:4][CH:3]=2)=[CH:18][CH:17]=1.